Dataset: Forward reaction prediction with 1.9M reactions from USPTO patents (1976-2016). Task: Predict the product of the given reaction. (1) Given the reactants [CH3:1][O:2][C:3]([C:5]1[CH:9]=[CH:8][N:7]([C:10]2[CH:15]=[CH:14][CH:13]=[CH:12][CH:11]=2)[C:6]=1[C:16]1[CH:21]=[CH:20][CH:19]=[CH:18][CH:17]=1)=[O:4].[C:22](OC(C)=C)(=[O:24])[CH3:23].CS(O)(=O)=O.ClCCCl, predict the reaction product. The product is: [CH3:1][O:2][C:3]([C:5]1[CH:9]=[C:8]([C:22](=[O:24])[CH3:23])[N:7]([C:10]2[CH:15]=[CH:14][CH:13]=[CH:12][CH:11]=2)[C:6]=1[C:16]1[CH:21]=[CH:20][CH:19]=[CH:18][CH:17]=1)=[O:4].[CH3:1][O:2][C:3]([C:5]1[C:9]([C:22](=[O:24])[CH3:23])=[CH:8][N:7]([C:10]2[CH:15]=[CH:14][CH:13]=[CH:12][CH:11]=2)[C:6]=1[C:16]1[CH:21]=[CH:20][CH:19]=[CH:18][CH:17]=1)=[O:4]. (2) Given the reactants C(OC(C1C[CH2:10][N:9]([C:12]2[CH:17]=[CH:16][C:15]([C:18]([N:20]3[C:29]4[C:24](=[CH:25][CH:26]=[CH:27][CH:28]=4)[C@H:23]([N:30]([C:38](=[O:40])[CH3:39])[C:31]4[CH:36]=[CH:35][C:34]([Cl:37])=[CH:33][CH:32]=4)[CH2:22][C@@H:21]3[CH3:41])=[O:19])=[CH:14][CH:13]=2)CC1)=O)C.[CH2:42]([O:44][C:45]([CH:47]1CCNCC1)=[O:46])C, predict the reaction product. The product is: [C:38]([N:30]([C:31]1[CH:32]=[CH:33][C:34]([Cl:37])=[CH:35][CH:36]=1)[C@H:23]1[C:24]2[C:29](=[CH:28][CH:27]=[CH:26][CH:25]=2)[N:20]([C:18]([C:15]2[CH:14]=[CH:13][C:12]([NH:9][CH2:10][CH2:47][C:45]([OH:46])=[O:44])=[CH:17][CH:16]=2)=[O:19])[C@@H:21]([CH3:41])[CH2:22]1)(=[O:40])[CH3:39].[CH3:42][O:44][C:45](=[O:46])[CH2:47][CH2:10][NH:9][C:12]1[CH:17]=[CH:16][C:15]([C:18]([N:20]2[C:29]3[C:24](=[CH:25][CH:26]=[CH:27][CH:28]=3)[C@H:23]([N:30]([C:38](=[O:40])[CH3:39])[C:31]3[CH:36]=[CH:35][C:34]([Cl:37])=[CH:33][CH:32]=3)[CH2:22][C@@H:21]2[CH3:41])=[O:19])=[CH:14][CH:13]=1.